This data is from Catalyst prediction with 721,799 reactions and 888 catalyst types from USPTO. The task is: Predict which catalyst facilitates the given reaction. (1) Reactant: [Cl:1][C:2]1[C:6]([C:7](OC)=[O:8])=[C:5]([C:11]2[CH:16]=[CH:15][C:14]([O:17][CH3:18])=[CH:13][CH:12]=2)[S:4][N:3]=1.[H-].[H-].[H-].[H-].[Li+].[Al+3]. Product: [Cl:1][C:2]1[C:6]([CH2:7][OH:8])=[C:5]([C:11]2[CH:16]=[CH:15][C:14]([O:17][CH3:18])=[CH:13][CH:12]=2)[S:4][N:3]=1. The catalyst class is: 7. (2) Reactant: Cl.C([C:4]1([C:10]2[CH:15]=[CH:14][CH:13]=[CH:12][CH:11]=2)[CH2:9][CH2:8][NH:7][CH2:6][CH2:5]1)#N.[OH-].[K+].C1(C)C=CC=CC=1. Product: [C:10]1([CH:4]2[CH2:5][CH2:6][NH:7][CH2:8][CH2:9]2)[CH:15]=[CH:14][CH:13]=[CH:12][CH:11]=1. The catalyst class is: 6. (3) Reactant: [Br-].[Cl:2][C:3]1[CH:21]=[CH:20][C:6]([C:7](=[O:19])[CH2:8][N+:9]2[C:18]3[C:13](=[CH:14][CH:15]=[CH:16][CH:17]=3)[CH:12]=[CH:11][CH:10]=2)=[CH:5][CH:4]=1.[Cr](O[Cr]([O-])(=O)=O)([O-])(=O)=O.C(=O)(O)[O-].[Na+].[C:36](#[N:39])[CH:37]=[CH2:38]. Product: [Cl:2][C:3]1[CH:21]=[CH:20][C:6]([C:7]([C:8]2[N:9]3[C:18]4[C:13]([CH:12]=[CH:11][C:10]3=[C:37]([C:36]#[N:39])[CH:38]=2)=[CH:14][CH:15]=[CH:16][CH:17]=4)=[O:19])=[CH:5][CH:4]=1. The catalyst class is: 9.